The task is: Predict the reactants needed to synthesize the given product.. This data is from Full USPTO retrosynthesis dataset with 1.9M reactions from patents (1976-2016). The reactants are: [Cl:1][C:2]1[CH:3]=[C:4]([CH:9]2[CH2:14][CH2:13][CH2:12][N:11]3[C:15]([C:18]4[CH:23]=[CH:22][C:21]([C:24]5[O:28][C:27]([CH3:29])=[N:26][CH:25]=5)=[C:20]([O:30][CH3:31])[CH:19]=4)=[N:16][N:17]=[C:10]23)[CH:5]=[CH:6][C:7]=1[Cl:8].[H-].[Na+].CN(C=[O:38])C. Given the product [Cl:1][C:2]1[CH:3]=[C:4]([C:9]2([OH:38])[CH2:14][CH2:13][CH2:12][N:11]3[C:15]([C:18]4[CH:23]=[CH:22][C:21]([C:24]5[O:28][C:27]([CH3:29])=[N:26][CH:25]=5)=[C:20]([O:30][CH3:31])[CH:19]=4)=[N:16][N:17]=[C:10]23)[CH:5]=[CH:6][C:7]=1[Cl:8], predict the reactants needed to synthesize it.